From a dataset of Peptide-MHC class I binding affinity with 185,985 pairs from IEDB/IMGT. Regression. Given a peptide amino acid sequence and an MHC pseudo amino acid sequence, predict their binding affinity value. This is MHC class I binding data. The peptide sequence is GTSTDVVYR. The MHC is HLA-A31:01 with pseudo-sequence HLA-A31:01. The binding affinity (normalized) is 0.685.